Dataset: Reaction yield outcomes from USPTO patents with 853,638 reactions. Task: Predict the reaction yield, written as a fraction of the theoretical maximum amount of product (1.0 means a 100% yield; for example, 0.34 means a 34% yield). (1) The reactants are [C:1]([C:4]1[CH:5]=[C:6]([C:22]([NH:24][CH2:25][C:26]2[CH:31]=[CH:30][C:29]([S:32]([CH3:35])(=[O:34])=[O:33])=[CH:28][CH:27]=2)=[O:23])[C:7](=[O:21])[N:8]([C:11]2[CH:16]=[CH:15][CH:14]=[C:13]([C:17]([F:20])([F:19])[F:18])[CH:12]=2)[C:9]=1[CH3:10])(=[O:3])[CH3:2].CC(CC)[O-].CC(CC)[O-].CC(CC)[O-].[Al+3].O. The catalyst is C(O)(C)C. The product is [OH:3][CH:1]([C:4]1[CH:5]=[C:6]([C:22]([NH:24][CH2:25][C:26]2[CH:27]=[CH:28][C:29]([S:32]([CH3:35])(=[O:33])=[O:34])=[CH:30][CH:31]=2)=[O:23])[C:7](=[O:21])[N:8]([C:11]2[CH:16]=[CH:15][CH:14]=[C:13]([C:17]([F:20])([F:18])[F:19])[CH:12]=2)[C:9]=1[CH3:10])[CH3:2]. The yield is 0.740. (2) The reactants are I[C:2]1[C:10]2[C:5](=[N:6][CH:7]=[CH:8][CH:9]=2)[N:4]([Si:11]([CH:18]([CH3:20])[CH3:19])([CH:15]([CH3:17])[CH3:16])[CH:12]([CH3:14])[CH3:13])[CH:3]=1.C([Mg]Cl)(C)C.[CH2:26]([O:33][C:34]1[C:41]([O:42][CH3:43])=[CH:40][C:37]([CH:38]=[O:39])=[C:36]([F:44])[CH:35]=1)[C:27]1[CH:32]=[CH:31][CH:30]=[CH:29][CH:28]=1.O. The catalyst is O1CCCC1. The product is [CH2:26]([O:33][C:34]1[C:41]([O:42][CH3:43])=[CH:40][C:37]([CH:38]([C:2]2[C:10]3[C:5](=[N:6][CH:7]=[CH:8][CH:9]=3)[N:4]([Si:11]([CH:18]([CH3:20])[CH3:19])([CH:15]([CH3:17])[CH3:16])[CH:12]([CH3:14])[CH3:13])[CH:3]=2)[OH:39])=[C:36]([F:44])[CH:35]=1)[C:27]1[CH:28]=[CH:29][CH:30]=[CH:31][CH:32]=1. The yield is 0.630. (3) The reactants are Cl[C:2]1[N:7]=[C:6]([NH:8][C@@H:9]2[CH2:17][C@H:16]3[N:12]([CH2:13][CH2:14][CH2:15]3)[C:11]([CH3:19])([CH3:18])[CH2:10]2)[C:5]([F:20])=[CH:4][N:3]=1.[O:21]1[CH2:24][CH:23]([N:25]2[CH2:30][CH2:29][CH:28]([O:31][C:32]3[CH:38]=[CH:37][C:35]([NH2:36])=[CH:34][C:33]=3[C:39]([F:42])([F:41])[F:40])[CH2:27][CH2:26]2)[CH2:22]1.CC1C=CC(S(O)(=O)=O)=CC=1. The catalyst is CC(O)C.CCOC(C)=O. The product is [CH3:18][C:11]1([CH3:19])[CH2:10][C@H:9]([NH:8][C:6]2[C:5]([F:20])=[CH:4][N:3]=[C:2]([NH:36][C:35]3[CH:37]=[CH:38][C:32]([O:31][CH:28]4[CH2:27][CH2:26][N:25]([CH:23]5[CH2:24][O:21][CH2:22]5)[CH2:30][CH2:29]4)=[C:33]([C:39]([F:42])([F:41])[F:40])[CH:34]=3)[N:7]=2)[CH2:17][C@H:16]2[N:12]1[CH2:13][CH2:14][CH2:15]2. The yield is 0.700. (4) The reactants are [C:1]([C:4]1[CH:8]=[CH:7][N:6]([C:9]2[N:13]([C:14]3[CH:15]=[N:16][C:17]([O:20][CH3:21])=[CH:18][CH:19]=3)[N:12]=[C:11]([C:22](O)=[O:23])[CH:10]=2)[CH:5]=1)(=[O:3])[NH2:2].[NH:25]1[CH2:30][CH2:29][O:28][CH2:27][CH2:26]1. No catalyst specified. The product is [C:1]([C:4]1[CH:8]=[CH:7][N:6]([C:9]2[N:13]([C:14]3[CH:15]=[N:16][C:17]([O:20][CH3:21])=[CH:18][CH:19]=3)[N:12]=[C:11]([C:22]([N:25]3[CH2:30][CH2:29][O:28][CH2:27][CH2:26]3)=[O:23])[CH:10]=2)[CH:5]=1)(=[O:3])[NH2:2]. The yield is 0.690. (5) The reactants are Cl.[NH2:2][CH2:3][C:4]1[CH:12]=[CH:11][CH:10]=[C:9]2[C:5]=1[C:6](=[O:22])[N:7]([CH:14]1[CH2:19][CH2:18][C:17](=[O:20])[NH:16][C:15]1=[O:21])[C:8]2=[O:13].N12CCCN=C1CCCCC2.ON1C2C=CC=CC=2N=N1.[C:44]1([CH2:54][C:55](O)=[O:56])[C:53]2[C:48](=[CH:49][CH:50]=[CH:51][CH:52]=2)[CH:47]=[CH:46][CH:45]=1.Cl.CN(C)CCCN=C=NCC. The catalyst is C(#N)C. The product is [O:21]=[C:15]1[CH:14]([N:7]2[C:6](=[O:22])[C:5]3[C:9](=[CH:10][CH:11]=[CH:12][C:4]=3[CH2:3][NH:2][C:55](=[O:56])[CH2:54][C:44]3[C:53]4[C:48](=[CH:49][CH:50]=[CH:51][CH:52]=4)[CH:47]=[CH:46][CH:45]=3)[C:8]2=[O:13])[CH2:19][CH2:18][C:17](=[O:20])[NH:16]1. The yield is 0.740. (6) The reactants are [F:1][C:2]1[CH:24]=[CH:23][C:5]([O:6][C:7]2[CH:8]=[C:9]3[C:13](=[CH:14][C:15]=2[C:16]([NH2:18])=[O:17])[N:12]([CH2:19][CH:20]([CH3:22])[CH3:21])[N:11]=[CH:10]3)=[CH:4][CH:3]=1.C(N1C=CN=C1)(N1C=CN=C1)=O.[CH2:37]([N:44]1[CH2:49][CH2:48][CH:47](N)[CH2:46][CH2:45]1)[C:38]1[CH:43]=[CH:42][CH:41]=[CH:40][CH:39]=1. The catalyst is C1COCC1. The product is [CH2:37]([N:44]1[CH2:49][CH2:48][CH:47]([NH:18][C:16]([C:15]2[CH:14]=[C:13]3[C:9]([CH:10]=[N:11][N:12]3[CH2:19][CH:20]([CH3:22])[CH3:21])=[CH:8][C:7]=2[O:6][C:5]2[CH:23]=[CH:24][C:2]([F:1])=[CH:3][CH:4]=2)=[O:17])[CH2:46][CH2:45]1)[C:38]1[CH:43]=[CH:42][CH:41]=[CH:40][CH:39]=1. The yield is 0.970. (7) The reactants are Cl[C:2]1[N:3]=[N:4][C:5]([C:8]#[C:9][C:10]2[CH:15]=[CH:14][CH:13]=[CH:12][CH:11]=2)=[CH:6][CH:7]=1.Cl.[NH2:17][CH2:18][CH2:19][C:20]([CH3:23])([OH:22])[CH3:21].C(N(CC)CC)C. The catalyst is N1C=CC=CC=1. The product is [CH3:21][C:20]([OH:22])([CH2:19][CH2:18][NH:17][C:2]1[N:3]=[N:4][C:5]([C:8]#[C:9][C:10]2[CH:15]=[CH:14][CH:13]=[CH:12][CH:11]=2)=[CH:6][CH:7]=1)[CH3:23]. The yield is 0.270.